Dataset: Full USPTO retrosynthesis dataset with 1.9M reactions from patents (1976-2016). Task: Predict the reactants needed to synthesize the given product. (1) Given the product [CH2:1]([N:8]1[CH2:13][CH2:12][CH:11]([C:14]2[CH:15]=[CH:16][C:17]([C:20]3[O:21][C:22]4[CH:28]=[CH:27][C:26]([S:31]([CH3:30])(=[O:33])=[O:32])=[CH:25][C:23]=4[CH:24]=3)=[N:18][CH:19]=2)[CH2:10][CH2:9]1)[C:2]1[CH:7]=[CH:6][CH:5]=[CH:4][CH:3]=1, predict the reactants needed to synthesize it. The reactants are: [CH2:1]([N:8]1[CH2:13][CH2:12][CH:11]([C:14]2[CH:15]=[CH:16][C:17]([C:20]3[O:21][C:22]4[CH:28]=[CH:27][C:26](Br)=[CH:25][C:23]=4[CH:24]=3)=[N:18][CH:19]=2)[CH2:10][CH2:9]1)[C:2]1[CH:7]=[CH:6][CH:5]=[CH:4][CH:3]=1.[CH3:30][S:31]([O-:33])=[O:32].[Na+].CNCCNC.O. (2) Given the product [CH3:72][O:71][C:68]1([S:20]([N:19]([CH:4]([CH:5]2[CH2:6][CH2:7][N:8]([CH2:11][CH2:12][C:13]3[CH:14]=[CH:15][CH:16]=[CH:17][CH:18]=3)[CH2:9][CH2:10]2)[C:3]([OH:2])=[O:37])[CH3:39])(=[O:22])=[O:21])[CH:67]=[CH:66][C:65]([C:62]2[CH:63]=[CH:64][CH:59]=[CH:60][CH:61]=2)=[CH:70][CH2:69]1, predict the reactants needed to synthesize it. The reactants are: C[O:2][C:3](=[O:37])[CH:4]([NH:19][S:20](C1C=CC(C2C=CC(OC)=CC=2)=CC=1)(=[O:22])=[O:21])[CH:5]1[CH2:10][CH2:9][N:8]([CH2:11][CH2:12][C:13]2[CH:18]=[CH:17][CH:16]=[CH:15][CH:14]=2)[CH2:7][CH2:6]1.O[C:39](C(F)(F)F)=O.COC(=O)C(NS([C:59]1[CH:64]=[CH:63][C:62]([C:65]2[CH:70]=[CH:69][C:68]([O:71][CH3:72])=[CH:67][CH:66]=2)=[CH:61][CH:60]=1)(=O)=O)C1CCNCC1.C1(CC=O)C=CC=CC=1.N1C=CC=CC=1. (3) Given the product [NH:8]1[CH2:9][CH2:10][CH:11]([O:14][C:15]2[CH:20]=[CH:19][C:18]([C:21]3[C:29]4[C:24](=[CH:25][CH:26]=[C:27]([NH:30][C:31](=[O:43])[CH:32]([N:38]5[CH2:42][CH2:41][CH2:40][CH2:39]5)[C:33]5[CH:37]=[CH:36][S:35][CH:34]=5)[CH:28]=4)[NH:23][N:22]=3)=[CH:17][CH:16]=2)[CH2:12][CH2:13]1, predict the reactants needed to synthesize it. The reactants are: C(OC([N:8]1[CH2:13][CH2:12][CH:11]([O:14][C:15]2[CH:20]=[CH:19][C:18]([C:21]3[C:29]4[C:24](=[CH:25][CH:26]=[C:27]([NH:30][C:31](=[O:43])[CH:32]([N:38]5[CH2:42][CH2:41][CH2:40][CH2:39]5)[C:33]5[CH:37]=[CH:36][S:35][CH:34]=5)[CH:28]=4)[NH:23][N:22]=3)=[CH:17][CH:16]=2)[CH2:10][CH2:9]1)=O)(C)(C)C.C(O)(C(F)(F)F)=O.